This data is from Catalyst prediction with 721,799 reactions and 888 catalyst types from USPTO. The task is: Predict which catalyst facilitates the given reaction. (1) Product: [CH3:1][O:2][C:3]1[CH:4]=[C:5]2[C:10](=[CH:11][C:12]=1[O:13][CH3:14])[N:9]=[CH:8][N:7]=[C:6]2[O:15][C:16]1[CH:22]=[CH:21][C:19]([NH:20][C:29](=[O:35])[O:28][CH:26]2[CH2:41][CH2:42][CH2:37][CH2:38][CH2:39]2)=[C:18]([CH3:23])[C:17]=1[CH3:24]. The catalyst class is: 208. Reactant: [CH3:1][O:2][C:3]1[CH:4]=[C:5]2[C:10](=[CH:11][C:12]=1[O:13][CH3:14])[N:9]=[CH:8][N:7]=[C:6]2[O:15][C:16]1[CH:22]=[CH:21][C:19]([NH2:20])=[C:18]([CH3:23])[C:17]=1[CH3:24].Cl[C:26](Cl)([O:28][C:29](=[O:35])OC(Cl)(Cl)Cl)Cl.[CH:37]1(O)[CH2:42][CH2:41]C[CH2:39][CH2:38]1.C(=O)(O)[O-].[Na+]. (2) Reactant: Cl[C:2]1[N:7]=[C:6]([NH2:8])[N:5]=[C:4]([NH:9][CH3:10])[CH:3]=1.[O:11]1[C:15]2[C:16](B(O)O)=[CH:17][CH:18]=[CH:19][C:14]=2[CH2:13][CH2:12]1.C(=O)([O-])[O-].[K+].[K+]. The catalyst class is: 70. Product: [O:11]1[C:15]2[C:16]([C:2]3[N:7]=[C:6]([NH2:8])[N:5]=[C:4]([NH:9][CH3:10])[CH:3]=3)=[CH:17][CH:18]=[CH:19][C:14]=2[CH2:13][CH2:12]1. (3) Reactant: C(O[C:4](=[O:18])/[CH:5]=[C:6](\[NH:8][C:9]1[CH:14]=[CH:13][C:12]([Br:15])=[C:11]([O:16][CH3:17])[CH:10]=1)/[CH3:7])C. Product: [Br:15][C:12]1[CH:13]=[C:14]2[C:9](=[CH:10][C:11]=1[O:16][CH3:17])[N:8]=[C:6]([CH3:7])[CH:5]=[C:4]2[OH:18]. The catalyst class is: 736. (4) Reactant: [CH:1](=O)[C:2]1[CH:7]=[CH:6][CH:5]=[CH:4][CH:3]=1.S([O-])([O-])(=O)=O.[Mg+2].[NH2:15][C:16]1[CH:24]=[C:23]([F:25])[CH:22]=[C:21]2[C:17]=1[CH2:18][O:19][C:20]2=[O:26]. Product: [CH:1](=[N:15]/[C:16]1[CH:24]=[C:23]([F:25])[CH:22]=[C:21]2[C:17]=1[CH2:18][O:19][C:20]2=[O:26])\[C:2]1[CH:7]=[CH:6][CH:5]=[CH:4][CH:3]=1. The catalyst class is: 10.